From a dataset of Forward reaction prediction with 1.9M reactions from USPTO patents (1976-2016). Predict the product of the given reaction. (1) Given the reactants Cl[C:2]1[CH:7]=[C:6]([C:8]2[CH:13]=[CH:12][C:11]([CH2:14][C:15]3[N:16]([C:28]4[CH:33]=[CH:32][C:31]([N+:34]([O-:36])=[O:35])=[CH:30][CH:29]=4)[CH:17]=[C:18]([C:20]4[CH:25]=[CH:24][C:23]([Cl:26])=[CH:22][C:21]=4[Cl:27])[N:19]=3)=[CH:10][CH:9]=2)[CH:5]=[CH:4][N:3]=1.[OH-].[Na+].O.C([OH:42])C, predict the reaction product. The product is: [Cl:27][C:21]1[CH:22]=[C:23]([Cl:26])[CH:24]=[CH:25][C:20]=1[C:18]1[N:19]=[C:15]([CH2:14][C:11]2[CH:12]=[CH:13][C:8]([C:6]3[CH:5]=[CH:4][NH:3][C:2](=[O:42])[CH:7]=3)=[CH:9][CH:10]=2)[N:16]([C:28]2[CH:33]=[CH:32][C:31]([N+:34]([O-:36])=[O:35])=[CH:30][CH:29]=2)[CH:17]=1. (2) The product is: [F:1][C:2]1[CH:7]=[C:6]([F:8])[CH:5]=[CH:4][C:3]=1[C:13]1[CH:18]=[CH:17][C:16]([OH:19])=[CH:15][CH:14]=1. Given the reactants [F:1][C:2]1[CH:7]=[C:6]([F:8])[CH:5]=[CH:4][C:3]=1B(O)O.I[C:13]1[CH:18]=[CH:17][C:16]([OH:19])=[CH:15][CH:14]=1.C(=O)([O-])[O-].[K+].[K+], predict the reaction product. (3) Given the reactants [CH3:1][C:2]1([CH3:15])[CH2:10][C:9]2[C:4](=[C:5]([OH:13])[CH:6]=[CH:7][C:8]=2[O:11][CH3:12])[C:3]1=O.CS(O)(=O)=O.C([SiH](CC)CC)C, predict the reaction product. The product is: [CH3:1][C:2]1([CH3:15])[CH2:10][C:9]2[C:4](=[C:5]([OH:13])[CH:6]=[CH:7][C:8]=2[O:11][CH3:12])[CH2:3]1. (4) Given the reactants [C:1]1([C@@H:7]([NH:9][C:10]2[O:11][CH2:12][CH2:13][N:14]=2)[CH3:8])[CH:6]=[CH:5][CH:4]=[CH:3][CH:2]=1.[C:15](N1C=CN=C1)([N:17]1[CH:21]=[CH:20][N:19]=C1)=[S:16].NCC#N.O, predict the reaction product. The product is: [C:20]([CH2:21][NH:17][C:15]([N:14]1[CH2:13][CH2:12][O:11]/[C:10]/1=[N:9]\[CH:7]([C:1]1[CH:6]=[CH:5][CH:4]=[CH:3][CH:2]=1)[CH3:8])=[S:16])#[N:19]. (5) Given the reactants [Cl:1][C:2]1[CH:33]=[CH:32][C:5]2=[N:6][N:7]([C:9]3[CH:10]=[C:11]([CH:18]=[C:19]([C:22]([C:25]4[CH:30]=[CH:29][C:28]([Cl:31])=[CH:27][CH:26]=4)([CH3:24])[CH3:23])[C:20]=3[OH:21])[CH2:12][CH2:13][C:14]([O:16][CH3:17])=[O:15])[N:8]=[C:4]2[CH:3]=1.[NH2-].[Li+], predict the reaction product. The product is: [Cl:1][C:2]1[CH:33]=[CH:32][C:5]2=[N:6][N:7]([C:9]3[CH:10]=[C:11]([CH:18]=[C:19]([C:22]([C:25]4[CH:26]=[CH:27][C:28]([Cl:31])=[CH:29][CH:30]=4)([CH3:23])[CH3:24])[C:20]=3[OH:21])[CH2:12][CH2:13][C:14]([O:16][CH2:17][CH2:11][CH2:10][CH2:9][CH2:20][CH2:19][CH2:22][CH3:23])=[O:15])[N:8]=[C:4]2[CH:3]=1. (6) Given the reactants [F:1][C:2]1[CH:7]=[C:6]([C:8](=[N:17][OH:18])[C:9]([C:11]2[CH:12]=[N:13][CH:14]=[CH:15][CH:16]=2)=O)[CH:5]=[CH:4][N:3]=1.[CH3:19][C:20]([CH:23]=O)([CH3:22])[CH3:21].C([O-])(=O)C.[NH4+:29], predict the reaction product. The product is: [C:20]([C:23]1[N:17]([OH:18])[C:8]([C:6]2[CH:5]=[CH:4][N:3]=[C:2]([F:1])[CH:7]=2)=[C:9]([C:11]2[CH:12]=[N:13][CH:14]=[CH:15][CH:16]=2)[N:29]=1)([CH3:22])([CH3:21])[CH3:19]. (7) Given the reactants [NH:1]1[CH:5]=[C:4]([NH:6][C:7]([C:9]2[C:17]3[C:12](=[CH:13][C:14]([C:18]4C=N[N:21]([CH:23]5[CH2:28][CH2:27]CCO5)[CH:22]=4)=[CH:15][CH:16]=3)[N:11]([CH2:29][O:30][CH2:31][CH2:32][Si:33]([CH3:36])([CH3:35])[CH3:34])[N:10]=2)=[O:8])[CH:3]=[N:2]1.[B-](F)(F)(F)C1C=NN(C2OCCCC2)C=1.[K+], predict the reaction product. The product is: [NH:2]1[CH:3]=[C:4]([NH:6][C:7]([C:9]2[C:17]3[C:12](=[CH:13][C:14]([C:18]4[CH:22]=[N:21][CH:23]=[CH:28][CH:27]=4)=[CH:15][CH:16]=3)[N:11]([CH2:29][O:30][CH2:31][CH2:32][Si:33]([CH3:35])([CH3:36])[CH3:34])[N:10]=2)=[O:8])[CH:5]=[N:1]1. (8) Given the reactants [NH2:1][C@H:2]([C:7]([O:9][CH2:10][CH2:11][N:12]([CH2:15][CH3:16])[CH2:13][CH3:14])=[O:8])[CH2:3][CH2:4][S:5][CH3:6].[F:17][C:18]([C:21]([OH:23])=[O:22])([F:20])[F:19].[NH:24](C(OC(C)(C)C)=O)[CH2:25][C:26]([NH:28][C@H:29]([C:37](ON1C(=O)CCC1=O)=[O:38])[CH2:30][C:31]1[CH:36]=[CH:35][CH:34]=[CH:33][CH:32]=1)=[O:27].C(OCC)(=O)C, predict the reaction product. The product is: [NH2:24][CH2:25][C:26]([NH:28][C@H:29]([C:37]([NH:1][C@H:2]([C:7]([O:9][CH2:10][CH2:11][N:12]([CH2:13][CH3:14])[CH2:15][CH3:16])=[O:8])[CH2:3][CH2:4][S:5][CH3:6])=[O:38])[CH2:30][C:31]1[CH:36]=[CH:35][CH:34]=[CH:33][CH:32]=1)=[O:27].[F:17][C:18]([C:21]([OH:23])=[O:22])([F:20])[F:19]. (9) Given the reactants [Cl:1][C:2]1[C:3]([O:11][CH2:12][O:13][CH3:14])=[CH:4][C:5]([OH:10])=[C:6]([CH:9]=1)[CH:7]=O.Br[CH2:16][C:17](=[O:19])[CH3:18].C(=O)([O-])[O-].[K+].[K+], predict the reaction product. The product is: [Cl:1][C:2]1[C:3]([O:11][CH2:12][O:13][CH3:14])=[CH:4][C:5]2[O:10][C:16]([C:17](=[O:19])[CH3:18])=[CH:7][C:6]=2[CH:9]=1. (10) Given the reactants [Cl:1][C:2]1[CH:21]=[CH:20][C:5]([O:6][C:7]2[CH:12]=[N:11][CH:10]=[C:9]3[S:13][C:14]([C:16]([O:18]C)=[O:17])=[CH:15][C:8]=23)=[CH:4][CH:3]=1.O.[OH-].[Li+].N#N.C(O)=O, predict the reaction product. The product is: [Cl:1][C:2]1[CH:21]=[CH:20][C:5]([O:6][C:7]2[CH:12]=[N:11][CH:10]=[C:9]3[S:13][C:14]([C:16]([OH:18])=[O:17])=[CH:15][C:8]=23)=[CH:4][CH:3]=1.